The task is: Predict the reactants needed to synthesize the given product.. This data is from Full USPTO retrosynthesis dataset with 1.9M reactions from patents (1976-2016). Given the product [Br:1][C:2]1[N:7]2[C:8]([CH3:11])=[N:9][C:10]([N+:12]([O-:14])=[O:13])=[C:6]2[CH:5]=[CH:4][CH:3]=1, predict the reactants needed to synthesize it. The reactants are: [Br:1][C:2]1[N:7]2[C:8]([CH3:11])=[N:9][CH:10]=[C:6]2[CH:5]=[CH:4][CH:3]=1.[N+:12]([O-])([OH:14])=[O:13].OS(O)(=O)=O.[OH-].[Na+].